Dataset: NCI-60 drug combinations with 297,098 pairs across 59 cell lines. Task: Regression. Given two drug SMILES strings and cell line genomic features, predict the synergy score measuring deviation from expected non-interaction effect. (1) Drug 1: CCCCCOC(=O)NC1=NC(=O)N(C=C1F)C2C(C(C(O2)C)O)O. Drug 2: C1CC(=O)NC(=O)C1N2C(=O)C3=CC=CC=C3C2=O. Cell line: OVCAR-5. Synergy scores: CSS=-4.60, Synergy_ZIP=1.04, Synergy_Bliss=-2.17, Synergy_Loewe=-19.7, Synergy_HSA=-7.45. (2) Drug 1: C1=NC2=C(N=C(N=C2N1C3C(C(C(O3)CO)O)O)F)N. Drug 2: CC(C)CN1C=NC2=C1C3=CC=CC=C3N=C2N. Cell line: NCI-H522. Synergy scores: CSS=16.1, Synergy_ZIP=-3.67, Synergy_Bliss=-1.81, Synergy_Loewe=-4.38, Synergy_HSA=-4.26. (3) Drug 1: CC1=C(C(=CC=C1)Cl)NC(=O)C2=CN=C(S2)NC3=CC(=NC(=N3)C)N4CCN(CC4)CCO. Drug 2: C1CNP(=O)(OC1)N(CCCl)CCCl. Cell line: TK-10. Synergy scores: CSS=20.1, Synergy_ZIP=1.01, Synergy_Bliss=0.838, Synergy_Loewe=-30.9, Synergy_HSA=1.11. (4) Drug 1: CCCCCOC(=O)NC1=NC(=O)N(C=C1F)C2C(C(C(O2)C)O)O. Drug 2: C(CC(=O)O)C(=O)CN.Cl. Cell line: HCT116. Synergy scores: CSS=-0.688, Synergy_ZIP=1.85, Synergy_Bliss=4.55, Synergy_Loewe=-5.04, Synergy_HSA=-2.21.